From a dataset of Full USPTO retrosynthesis dataset with 1.9M reactions from patents (1976-2016). Predict the reactants needed to synthesize the given product. Given the product [F:9][C:10]1[CH:11]=[C:12]([CH2:13][CH2:14][N:15]2[C:21](=[O:20])[C:22]([CH:36]([CH3:37])[CH3:38])=[C:23]([CH3:24])[N:25]=[C:26]2[C:27]2[CH:32]=[CH:31][CH:30]=[CH:29][C:28]=2[O:33][CH3:34])[CH:16]=[CH:17][CH:18]=1, predict the reactants needed to synthesize it. The reactants are: C1([Mg]Br)C=CC=CC=1.[F:9][C:10]1[CH:11]=[C:12]([CH:16]=[CH:17][CH:18]=1)[CH2:13][CH2:14][NH2:15].C[O:20][C:21](=O)[CH:22]([CH:36]([CH3:38])[CH3:37])[C:23]([NH:25][C:26](=O)[C:27]1[CH:32]=[CH:31][CH:30]=[CH:29][C:28]=1[O:33][CH3:34])=[CH2:24].Cl.